Dataset: Full USPTO retrosynthesis dataset with 1.9M reactions from patents (1976-2016). Task: Predict the reactants needed to synthesize the given product. (1) Given the product [CH:29]1([N:35]2[CH2:40][CH2:39][N:38]([C:2]3[C:15]4=[N:16][O:17][C:13]5=[C:14]4[C:5]([C:6](=[O:18])[C:7]4[C:12]5=[CH:11][CH:10]=[CH:9][CH:8]=4)=[C:4]([NH:19][C:20]4[CH:28]=[CH:27][C:23]([C:24]([OH:26])=[O:25])=[CH:22][CH:21]=4)[CH:3]=3)[CH2:37][CH2:36]2)[CH2:34][CH2:33][CH2:32][CH2:31][CH2:30]1, predict the reactants needed to synthesize it. The reactants are: Br[C:2]1[C:15]2=[N:16][O:17][C:13]3=[C:14]2[C:5]([C:6](=[O:18])[C:7]2[C:12]3=[CH:11][CH:10]=[CH:9][CH:8]=2)=[C:4]([NH:19][C:20]2[CH:28]=[CH:27][C:23]([C:24]([OH:26])=[O:25])=[CH:22][CH:21]=2)[CH:3]=1.[CH:29]1([N:35]2[CH2:40][CH2:39][NH:38][CH2:37][CH2:36]2)[CH2:34][CH2:33][CH2:32][CH2:31][CH2:30]1.CC(OC)(C)C.CO. (2) Given the product [NH2:26][CH2:25][CH2:24][CH:23]([NH:22][C:20]([C:19]1[CH:40]=[CH:41][C:42]([CH3:43])=[C:17]([NH:16][C:14]([C:8]2[C:9](=[O:13])[NH:10][C:11]3[C:6]([CH:7]=2)=[CH:5][CH:4]=[C:3]([O:2][CH3:1])[N:12]=3)=[O:15])[CH:18]=1)=[O:21])[C:34]1[CH:39]=[CH:38][CH:37]=[CH:36][CH:35]=1, predict the reactants needed to synthesize it. The reactants are: [CH3:1][O:2][C:3]1[N:12]=[C:11]2[C:6]([CH:7]=[C:8]([C:14]([NH:16][C:17]3[CH:18]=[C:19]([CH:40]=[CH:41][C:42]=3[CH3:43])[C:20]([NH:22][CH:23]([C:34]3[CH:39]=[CH:38][CH:37]=[CH:36][CH:35]=3)[CH2:24][CH2:25][NH:26]C(=O)OC(C)(C)C)=[O:21])=[O:15])[C:9](=[O:13])[NH:10]2)=[CH:5][CH:4]=1.FC(F)(F)C(O)=O. (3) Given the product [Cl:17][CH2:18][CH2:19][CH2:20][CH:8]([C:5]1[CH:6]=[CH:7][C:2]([Cl:1])=[CH:3][C:4]=1[C:13]([F:14])([F:15])[F:16])[C:9]([O:11][CH3:12])=[O:10], predict the reactants needed to synthesize it. The reactants are: [Cl:1][C:2]1[CH:7]=[CH:6][C:5]([CH2:8][C:9]([O:11][CH3:12])=[O:10])=[C:4]([C:13]([F:16])([F:15])[F:14])[CH:3]=1.[Cl:17][CH2:18][CH2:19][CH2:20]I.[H-].[Na+].C(OCC)(=O)C. (4) Given the product [N:23]1[CH:24]=[CH:25][C:20]([C:17]2[N:15]3[N:16]=[C:11]([NH:10][CH:7]4[CH2:8][CH2:9][N:4]([C:33]([O:35][CH3:36])=[O:34])[CH2:5][CH2:6]4)[CH:12]=[CH:13][C:14]3=[N:19][CH:18]=2)=[CH:21][CH:22]=1, predict the reactants needed to synthesize it. The reactants are: Cl.Cl.Cl.[NH:4]1[CH2:9][CH2:8][CH:7]([NH:10][C:11]2[CH:12]=[CH:13][C:14]3[N:15]([C:17]([C:20]4[CH:25]=[CH:24][N:23]=[CH:22][CH:21]=4)=[CH:18][N:19]=3)[N:16]=2)[CH2:6][CH2:5]1.C([O-])([O-])=O.[K+].[K+].Cl[C:33]([O:35][CH3:36])=[O:34].O. (5) Given the product [CH3:26][S:27]([O:18][CH:16]1[CH2:17][N:14]([CH:1]([C:8]2[CH:13]=[CH:12][CH:11]=[CH:10][CH:9]=2)[C:2]2[CH:3]=[CH:4][CH:5]=[CH:6][CH:7]=2)[CH2:15]1)(=[O:29])=[O:28], predict the reactants needed to synthesize it. The reactants are: [CH:1]([N:14]1[CH2:17][CH:16]([OH:18])[CH2:15]1)([C:8]1[CH:13]=[CH:12][CH:11]=[CH:10][CH:9]=1)[C:2]1[CH:7]=[CH:6][CH:5]=[CH:4][CH:3]=1.CCN(CC)CC.[CH3:26][S:27](Cl)(=[O:29])=[O:28]. (6) Given the product [Br:1][C:2]1[N:3]([S:20]([C:16]2[CH:17]=[CH:18][CH:19]=[C:14]([F:13])[CH:15]=2)(=[O:22])=[O:21])[CH:4]=[C:5]2[C:9](=[O:10])[CH2:8][CH2:7][C:6]=12, predict the reactants needed to synthesize it. The reactants are: [Br:1][C:2]1[NH:3][CH:4]=[C:5]2[C:9](=[O:10])[CH2:8][CH2:7][C:6]=12.[H-].[Na+].[F:13][C:14]1[CH:15]=[C:16]([S:20](Cl)(=[O:22])=[O:21])[CH:17]=[CH:18][CH:19]=1.O.